The task is: Binary Classification. Given a T-cell receptor sequence (or CDR3 region) and an epitope sequence, predict whether binding occurs between them.. This data is from TCR-epitope binding with 47,182 pairs between 192 epitopes and 23,139 TCRs. Result: 0 (the TCR does not bind to the epitope). The epitope is EPLPQGQLTAY. The TCR CDR3 sequence is CASSQEGSSGTEAFF.